From a dataset of Experimentally validated miRNA-target interactions with 360,000+ pairs, plus equal number of negative samples. Binary Classification. Given a miRNA mature sequence and a target amino acid sequence, predict their likelihood of interaction. (1) The miRNA is hsa-miR-4539 with sequence GCUGAACUGGGCUGAGCUGGGC. The protein sequence of the target gene is MAHRGGERDFQTSARRMGTSLLFQLSVHERELDLVFLDHSYAKPWSAHPDASSARPTRMLFVTPRRQHESTIESDVPIDVETVTSTPMPLYDNQKARSVMNECERHVIFARTDADAPPPPEDWEEHVNRTGWTMAQNKLFNKILKALQSDRLARLANEGACNEPVLRRVAVDKCARRVRQALASVSWDTKLIQWLHTTLVETLSLPMLAAYLDALQTLKGKIPTLIDRMLVSSNTKTGAAGAEALSLLLKRPWDPAVGVLSHNKPSKLPGSPLILIASSGPSSSVFPTSRRHRFWQSQLS.... Result: 1 (interaction). (2) The miRNA is hsa-miR-1233-3p with sequence UGAGCCCUGUCCUCCCGCAG. Result: 0 (no interaction). The protein sequence of the target gene is MDEGSEVSTDGNSLIKAVHQSRLRLTRLLLEGGAYINESNDRGETPLMIACKTKHVDQQSVGRAKMVKYLLENSADPNIQDKSGKSALMHACLERAGPEVVSLLLKSGADLSLQDHSGYSALVYAINAEDRDTLKVLLSACQAKGKEVIIITTAKSPSGRHTTQHHLNMPPADMDGSHPPATPSEIDIKTASLPLSYSSETDLTLFGFKDKELCGGSDNTWDPDSPPRKPVIATNGPKLSQAPAWIKSTPSLKHQARVASLQEELQDITPEEEIAYKTNALALSKRFITRHQSIDVKDTA.... (3) The miRNA is hsa-miR-3925-5p with sequence AAGAGAACUGAAAGUGGAGCCU. The protein sequence of the target gene is MVMEKPSPLLVGREFVRQYYTLLNQAPDMLHRFYGKNSSYVHGGLDSNGKPADAVYGQKEIHRKVMSQNFTNCHTKIRHVDAHATLNDGVVVQVMGLLSNNNQALRRFMQTFVLAPEGSVANKFYVHNDIFRYQDEVFGGFVTEPQEESEEEVEEPEERQQTPEVVPDDSGTFYDQAVVSNDMEEHLEEPVAEPEPDPEPEPEQEPVSEIQEEKPEPVLEETAPEDAQKSSSPAPADIAQTVQEDLRTFSWASVTSKNLPPSGAVPVTGIPPHVVKVPASQPRPESKPESQIPPQRPQRD.... Result: 1 (interaction). (4) The miRNA is hsa-miR-6515-3p with sequence UCUCUUCAUCUACCCCCCAG. The protein sequence of the target gene is MSGVWGAGGPRCQEALAVLASLCRARPPPLGLDVETCRSFELQPPERSPSAAGAGTSVSLLAVVVIVCGVALVAVFLFLFWKLCWMPWRNKEASSPSSANPPLEALQSPSFRGNMADKLKDPSTLGFLEAAVKISHTSPDIPAEVQMSVKEHIMRHTRLQRQTTEPASSTRHTSFKRHLPRQMHVSSVDYGNELPPAAEQPTSIGRIKPELYKQKSVDGEDAKSEATKSCGKINFSLRYDYETETLIVRILKAFDLPAKDFCGSSDPYVKIYLLPDRKCKLQTRVHRKTLNPTFDENFHF.... Result: 0 (no interaction). (5) The miRNA is hsa-miR-4802-3p with sequence UACAUGGAUGGAAACCUUCAAGC. The protein sequence of the target gene is MAVLDTDLDHILPSSVLPPFWAKLVVGSVAIVCFARSYDGDFVFDDSEAIVNNKDLQAETPLGDLWHHDFWGSRLSSNTSHKSYRPLTVLTFRINYYLSGGFHPVGFHVVNILLHSGISVLMVDVFSVLFGGLQYTSKGRRLHLAPRASLLAALLFAVHPVHTECVAGVVGRADLLCALFFLLSFLGYCKAFRESNKEGAHSSTFWVLLSIFLGAVAMLCKEQGITVLGLNAVFDILVIGKFNVLEIVQKVLHKDKSLENLGMLRNGGLLFRMTLLTSGGAGMLYVRWRIMGTGPPAFTE.... Result: 0 (no interaction). (6) The miRNA is mmu-miR-448-5p with sequence GAACAUCCUGCAUAGUGCUGCC. The protein sequence of the target gene is MGLKMSCLKGFQMCVSSSSSSHDEAPVLNDKHLDVPDIIITPPTPTGMMLPRDLGSTVWLDETGSCPDDGEIDPEA. Result: 0 (no interaction).